This data is from Full USPTO retrosynthesis dataset with 1.9M reactions from patents (1976-2016). The task is: Predict the reactants needed to synthesize the given product. (1) Given the product [O:11]1[C@@H:6]([CH2:5][N:4]2[CH2:16][CH2:17][N:21]([C:24]3[CH:25]=[CH:15][CH:14]=[CH:13][C:12]=3[CH2:10][CH2:9][OH:8])[CH2:2][CH2:3]2)[CH2:7][O:8][C:9]2[CH:15]=[CH:14][CH:13]=[CH:12][C:10]1=2, predict the reactants needed to synthesize it. The reactants are: Cl[CH2:2][CH2:3][N:4]([CH2:16][CH2:17]Cl)[CH2:5][C@@H:6]1[O:11][C:10]2[CH:12]=[CH:13][CH:14]=[CH:15][C:9]=2[O:8][CH2:7]1.C([N:21]([CH2:24][CH3:25])CC)C. (2) Given the product [Cl:5][C:6]1[CH:14]=[CH:13][C:9]([CH:10]([NH:11][C:1](=[O:3])[CH3:2])[CH3:18])=[CH:8][C:7]=1[N+:15]([O-:17])=[O:16], predict the reactants needed to synthesize it. The reactants are: [C:1](Cl)(=[O:3])[CH3:2].[Cl:5][C:6]1[CH:14]=[CH:13][C:9]([CH2:10][NH:11]C)=[CH:8][C:7]=1[N+:15]([O-:17])=[O:16].[C:18]([O-])(O)=O.[Na+]. (3) Given the product [NH2:22][C@H:19]1[CH2:20][CH2:21][N:17]([C@@H:8]([CH2:1][C:2]2[CH:7]=[CH:6][CH:5]=[CH:4][CH:3]=2)[C:9]([N:11]2[CH2:12][CH2:13][O:14][CH2:15][CH2:16]2)=[O:10])[C:18]1=[O:33], predict the reactants needed to synthesize it. The reactants are: [CH2:1]([C@H:8]([N:17]1[CH2:21][CH2:20][C@H:19]([NH:22]C(=O)OCC2C=CC=CC=2)[C:18]1=[O:33])[C:9]([N:11]1[CH2:16][CH2:15][O:14][CH2:13][CH2:12]1)=[O:10])[C:2]1[CH:7]=[CH:6][CH:5]=[CH:4][CH:3]=1. (4) Given the product [F:1][C:2]1[CH:3]=[C:4]2[C:9](=[CH:10][CH:11]=1)[C:8](=[O:12])[N:7]([C:14]1[CH:15]=[N:16][CH:17]=[CH:18][C:19]=1[CH3:20])[CH2:6][CH2:5]2, predict the reactants needed to synthesize it. The reactants are: [F:1][C:2]1[CH:3]=[C:4]2[C:9](=[CH:10][CH:11]=1)[C:8](=[O:12])[NH:7][CH2:6][CH2:5]2.I[C:14]1[CH:15]=[N:16][CH:17]=[CH:18][C:19]=1[CH3:20].P([O-])([O-])([O-])=O.[K+].[K+].[K+]. (5) Given the product [CH3:15][S:14][C:12]1[N:11]=[CH:10][N:9]=[C:8]([CH2:3][C:1]#[N:2])[CH:13]=1, predict the reactants needed to synthesize it. The reactants are: [C:1]([CH:3]([C:8]1[CH:13]=[C:12]([S:14][CH3:15])[N:11]=[CH:10][N:9]=1)C(OC)=O)#[N:2].[Cl-].[Na+].O.CS(C)=O. (6) Given the product [I:17][C:14]1[CH:13]=[CH:12][N:11]=[C:10]([CH3:9])[CH:15]=1.[I:17][C:14]1[CH:13]=[CH:12][N:11]=[C:10]([CH2:9][O:8][C:19](=[O:21])[CH3:20])[CH:15]=1, predict the reactants needed to synthesize it. The reactants are: [Si]([O:8][CH2:9][C:10]1[CH:15]=[C:14](Cl)[CH:13]=[CH:12][N:11]=1)(C(C)(C)C)(C)C.[I-:17].[Na+].[C:19](Cl)(=[O:21])[CH3:20].C([O-])([O-])=O.[K+].[K+].